From a dataset of Full USPTO retrosynthesis dataset with 1.9M reactions from patents (1976-2016). Predict the reactants needed to synthesize the given product. Given the product [O:2]1[C:1]2[CH:8]=[CH:7][CH:6]=[CH:5][C:3]=2[O:4][CH2:28][C@@H:27]1[CH2:26][OH:25], predict the reactants needed to synthesize it. The reactants are: [C:1]1([C:3](=[CH:5][CH:6]=[CH:7][CH:8]=1)[OH:4])[OH:2].C(=O)([O-])[O-].[K+].[K+].CC1C=CC(S([O:25][CH2:26][C@@H:27]2O[CH2:28]2)(=O)=O)=CC=1.